Dataset: Reaction yield outcomes from USPTO patents with 853,638 reactions. Task: Predict the reaction yield, written as a fraction of the theoretical maximum amount of product (1.0 means a 100% yield; for example, 0.34 means a 34% yield). The reactants are [Cl:1][C:2]1[CH:7]=[CH:6][CH:5]=[CH:4][C:3]=1/[CH:8]=[CH:9]/[CH3:10].CC[C@H]1[C@H]2C[C@H]([C@H](OC3C4C(=CC=CC=4)C(O[C@H](C4C=CN=C5C=4C=C(OC)C=C5)[C@@H]4N5C[C@H](CC)[C@@H](CC5)C4)=NN=3)C3C=CN=C4C=3C=C([O:32]C)C=C4)N(CC2)C1.CC(O)(C)C.[OH2:74]. No catalyst specified. The product is [Cl:1][C:2]1[CH:7]=[CH:6][CH:5]=[CH:4][C:3]=1[C@H:8]([OH:32])[C@@H:9]([OH:74])[CH3:10]. The yield is 0.900.